Task: Predict the product of the given reaction.. Dataset: Forward reaction prediction with 1.9M reactions from USPTO patents (1976-2016) Given the reactants [CH3:1][O:2][C:3]1[CH:25]=[CH:24][C:6]([CH2:7][O:8][C:9]2[C:18](=[O:19])[C:17]3[C:12](=[CH:13][CH:14]=[C:15]([C:20]([OH:22])=O)[CH:16]=3)[N:11]([CH3:23])[CH:10]=2)=[CH:5][CH:4]=1.[N:26]1([CH2:31][CH2:32][NH2:33])[CH2:30][CH2:29][CH2:28][CH2:27]1.C(Cl)CCl.C1C=NC2N(O)N=NC=2C=1.C(N(CC)CC)C, predict the reaction product. The product is: [CH3:1][O:2][C:3]1[CH:25]=[CH:24][C:6]([CH2:7][O:8][C:9]2[C:18](=[O:19])[C:17]3[C:12](=[CH:13][CH:14]=[C:15]([C:20]([NH:33][CH2:32][CH2:31][N:26]4[CH2:30][CH2:29][CH2:28][CH2:27]4)=[O:22])[CH:16]=3)[N:11]([CH3:23])[CH:10]=2)=[CH:5][CH:4]=1.